From a dataset of Full USPTO retrosynthesis dataset with 1.9M reactions from patents (1976-2016). Predict the reactants needed to synthesize the given product. (1) Given the product [C:20]([O:19][C:17]([N:6]1[CH2:5][CH2:4][CH2:3][C@@:2]1([CH3:1])[C:7]([OH:9])=[O:8])=[O:18])([CH3:23])([CH3:22])[CH3:21], predict the reactants needed to synthesize it. The reactants are: [CH3:1][C@:2]1([C:7]([OH:9])=[O:8])[NH:6][CH2:5][CH2:4][CH2:3]1.C(N(CC)CC)C.[C:17](O[C:17]([O:19][C:20]([CH3:23])([CH3:22])[CH3:21])=[O:18])([O:19][C:20]([CH3:23])([CH3:22])[CH3:21])=[O:18]. (2) Given the product [NH2:15][C:11]1[C:10]2[N:16]=[C:17]([CH3:23])[N:18]([CH2:19][CH:20]([CH3:21])[CH3:22])[C:9]=2[C:8]2[CH:7]=[CH:6][C:5]([O:4][CH2:3][CH2:2][NH:1][C:30]([N:24]3[CH2:29][CH2:28][O:27][CH2:26][CH2:25]3)=[O:31])=[CH:14][C:13]=2[N:12]=1, predict the reactants needed to synthesize it. The reactants are: [NH2:1][CH2:2][CH2:3][O:4][C:5]1[CH:6]=[CH:7][C:8]2[C:9]3[N:18]([CH2:19][CH:20]([CH3:22])[CH3:21])[C:17]([CH3:23])=[N:16][C:10]=3[C:11]([NH2:15])=[N:12][C:13]=2[CH:14]=1.[N:24]1([C:30](Cl)=[O:31])[CH2:29][CH2:28][O:27][CH2:26][CH2:25]1. (3) Given the product [F:1][C:2]1[CH:7]=[CH:6][C:5]([C:9]2[CH:14]=[CH:13][N:12]=[CH:11][C:10]=2[NH:15][CH2:32][CH2:33][S:34]([CH3:37])(=[O:35])=[O:36])=[C:4]([O:38][CH3:39])[CH:3]=1, predict the reactants needed to synthesize it. The reactants are: [F:1][C:2]1[C:7](F)=[CH:6][C:5]([C:9]2[CH:14]=[CH:13][N:12]=[CH:11][C:10]=2[N:15]([CH2:32][CH2:33][S:34]([CH3:37])(=[O:36])=[O:35])C(=O)C2C=C(C(F)(F)F)N=C(C(F)(F)F)C=2)=[C:4]([O:38][CH3:39])[CH:3]=1.FC1C=CC(B(O)O)=C(OC)C=1.